Task: Predict the product of the given reaction.. Dataset: Forward reaction prediction with 1.9M reactions from USPTO patents (1976-2016) (1) Given the reactants [CH3:1][O:2][C:3](=[O:16])[CH2:4][CH2:5][CH2:6][CH2:7][CH2:8][CH2:9][CH2:10][CH2:11][CH2:12][CH2:13][CH2:14]Br.[I-:17].[Na+], predict the reaction product. The product is: [CH3:1][O:2][C:3](=[O:16])[CH2:4][CH2:5][CH2:6][CH2:7][CH2:8][CH2:9][CH2:10][CH2:11][CH2:12][CH2:13][CH2:14][I:17]. (2) The product is: [CH:14]([C:4]1[CH:3]=[C:2]([C:6](=[O:8])[CH3:7])[S:1][CH:5]=1)([CH3:16])[CH3:15]. Given the reactants [S:1]1[CH:5]=[CH:4][CH:3]=[C:2]1[C:6](=[O:8])[CH3:7].[Cl-].[Al+3].[Cl-].[Cl-].Br[CH:14]([CH3:16])[CH3:15], predict the reaction product. (3) Given the reactants O1CCOCC1.[OH-].[Li+].[CH:9]1([C:14]([N:16]2[CH2:21][CH:20]([C:22]3[CH:27]=[CH:26][C:25]([C:28]([F:31])([F:30])[F:29])=[CH:24][CH:23]=3)[CH2:19][CH:18]([C:32]([O:34]CC)=[O:33])[CH2:17]2)=[O:15])[CH2:13][CH2:12][CH2:11][CH2:10]1, predict the reaction product. The product is: [CH:9]1([C:14]([N:16]2[CH2:21][CH:20]([C:22]3[CH:23]=[CH:24][C:25]([C:28]([F:30])([F:31])[F:29])=[CH:26][CH:27]=3)[CH2:19][CH:18]([C:32]([OH:34])=[O:33])[CH2:17]2)=[O:15])[CH2:13][CH2:12][CH2:11][CH2:10]1. (4) Given the reactants C1(P(C2C=CC=CC=2)C2C=CC=CC=2)C=CC=CC=1.BrN1C(=O)CCC1=O.CC1(C)C(C)(C)OB([C:36]2[CH:37]=[C:38]3[C:42](=[CH:43][CH:44]=2)[CH2:41][C@H:40]([NH:45][S:46]([CH:49]([CH3:51])[CH3:50])(=[O:48])=[O:47])[CH2:39]3)O1.Cl[CH2:54][C:55]1[N:59]([CH2:60][CH3:61])[N:58]=[C:57]([C:62]([F:65])([F:64])[F:63])[CH:56]=1, predict the reaction product. The product is: [CH2:60]([N:59]1[C:55]([CH2:54][C:36]2[CH:37]=[C:38]3[C:42](=[CH:43][CH:44]=2)[CH2:41][C@H:40]([NH:45][S:46]([CH:49]([CH3:50])[CH3:51])(=[O:47])=[O:48])[CH2:39]3)=[CH:56][C:57]([C:62]([F:64])([F:63])[F:65])=[N:58]1)[CH3:61].